Dataset: Full USPTO retrosynthesis dataset with 1.9M reactions from patents (1976-2016). Task: Predict the reactants needed to synthesize the given product. (1) Given the product [ClH:23].[CH2:1]([N:4]1[C:14]2[C:9](=[CH:10][CH:11]=[CH:12][CH:13]=2)[CH2:8][C@H:7]([NH2:15])[C:5]1=[O:6])[CH:2]=[CH2:3], predict the reactants needed to synthesize it. The reactants are: [CH2:1]([N:4]1[C:14]2[C:9](=[CH:10][CH:11]=[CH:12][CH:13]=2)[CH2:8][C@H:7]([NH:15]C(OC(C)(C)C)=O)[C:5]1=[O:6])[CH:2]=[CH2:3].[ClH:23]. (2) Given the product [OH:25][CH2:24][CH2:23][CH2:22][CH2:21][NH:20][C:2]1[C:11]2[C:6](=[CH:7][CH:8]=[CH:9][CH:10]=2)[N:5]=[CH:4][C:3]=1[N+:12]([O-:14])=[O:13], predict the reactants needed to synthesize it. The reactants are: O[C:2]1[C:11]2[C:6](=[CH:7][CH:8]=[CH:9][CH:10]=2)[N:5]=[CH:4][C:3]=1[N+:12]([O-:14])=[O:13].O=P(Cl)(Cl)Cl.[NH2:20][CH2:21][CH2:22][CH2:23][CH2:24][OH:25].C(N(CC)CC)C.